Predict the product of the given reaction. From a dataset of Forward reaction prediction with 1.9M reactions from USPTO patents (1976-2016). (1) Given the reactants [CH3:1][N:2]1[CH:6]=[C:5](B2OC(C)(C)C(C)(C)O2)[CH:4]=[N:3]1.[Br:16][C:17]1[CH:18]=[C:19]([OH:24])[CH:20]=[C:21](Br)[CH:22]=1.C(=O)([O-])[O-].[K+].[K+], predict the reaction product. The product is: [Br:16][C:17]1[CH:18]=[C:19]([OH:24])[CH:20]=[C:21]([C:5]2[CH:4]=[N:3][N:2]([CH3:1])[CH:6]=2)[CH:22]=1. (2) Given the reactants [Cl:1][C:2]1[N:3]=[C:4]([Cl:11])[C:5]2[CH:10]=[CH:9][NH:8][C:6]=2[N:7]=1.[H-].[Na+].I[CH3:15], predict the reaction product. The product is: [Cl:1][C:2]1[N:3]=[C:4]([Cl:11])[C:5]2[CH:10]=[CH:9][N:8]([CH3:15])[C:6]=2[N:7]=1.